From a dataset of HIV replication inhibition screening data with 41,000+ compounds from the AIDS Antiviral Screen. Binary Classification. Given a drug SMILES string, predict its activity (active/inactive) in a high-throughput screening assay against a specified biological target. (1) The compound is N#CC(C#N)=c1ccc(=C(C#N)C#N)c2nsnc12. The result is 0 (inactive). (2) The compound is Nc1cc(C(=O)Nc2ccc(C3=NCCN3)cc2)cc(C(=O)Nc2ccc(C3=NCCN3)cc2)c1. The result is 1 (active). (3) The molecule is OCCN1CCN(CCCN2c3cc(Cl)ccc3Sc3ccsc32)CC1. The result is 0 (inactive). (4) The drug is CCCC1CC(=O)NC(=O)C1C(=O)OC(C)(C)C. The result is 0 (inactive). (5) The compound is CCOC(=O)C=C1C(=O)N(Cc2ccccc2)c2ccccc21. The result is 0 (inactive). (6) The result is 0 (inactive). The drug is COc1ccc(N=C2SC(=NC(=Nc3ccccc3)SCc3ccccc3)N(c3ccccc3)C2=Nc2ccc(OC)cc2)cc1. (7) The drug is Cc1ccc(Nc2nc(C)c(C(C=Cc3ccc4c(c3)OCO4)=NNc3ccc([N+](=O)[O-])cc3[N+](=O)[O-])s2)c([N+](=O)[O-])c1. The result is 0 (inactive). (8) The molecule is CCCCCCCCCCCCCCCCCCOC(CO)COP(=O)(O)OCC1OC(n2cc(C)c(=O)[nH]c2=O)CC1F. The result is 1 (active). (9) The compound is CCCCCCCCCCCCCCCCCCSCC(COP(=O)(O)OP(=O)(O)O)OC(=O)CCCCCCCCCCCCCCC.[NaH]. The result is 0 (inactive).